This data is from Forward reaction prediction with 1.9M reactions from USPTO patents (1976-2016). The task is: Predict the product of the given reaction. (1) Given the reactants C1C(=O)N([I:8])C(=O)C1.[CH2:9]1[O:17][C:16]2[CH:15]=[CH:14][C:13]([CH3:18])=[CH:12][C:11]=2[O:10]1.C(O)(C(F)(F)F)=O, predict the reaction product. The product is: [I:8][C:14]1[C:13]([CH3:18])=[CH:12][C:11]2[O:10][CH2:9][O:17][C:16]=2[CH:15]=1. (2) Given the reactants [F:1][C:2]([F:22])([F:21])[O:3][C:4]1[CH:9]=[CH:8][C:7]([N:10]2[CH2:14][CH2:13][C:12]3([CH2:19][CH2:18][NH:17][CH2:16][CH2:15]3)[C:11]2=[O:20])=[CH:6][CH:5]=1.[Cl:23][C:24]1[CH:29]=[CH:28][CH:27]=[C:26]([CH3:30])[C:25]=1[S:31](Cl)(=[O:33])=[O:32].CCN(CC)CC, predict the reaction product. The product is: [Cl:23][C:24]1[CH:29]=[CH:28][CH:27]=[C:26]([CH3:30])[C:25]=1[S:31]([N:17]1[CH2:16][CH2:15][C:12]2([C:11](=[O:20])[N:10]([C:7]3[CH:8]=[CH:9][C:4]([O:3][C:2]([F:1])([F:21])[F:22])=[CH:5][CH:6]=3)[CH2:14][CH2:13]2)[CH2:19][CH2:18]1)(=[O:32])=[O:33]. (3) Given the reactants [CH3:1][C:2]1[CH:19]=[C:18]([CH2:20][N:21]2[CH2:26][CH2:25][N:24]([CH3:27])[CH2:23][CH2:22]2)[CH:17]=[CH:16][C:3]=1[O:4][CH:5]1[CH2:8][N:7](C(OC(C)(C)C)=O)[CH2:6]1.C(O)(C(F)(F)F)=O, predict the reaction product. The product is: [NH:7]1[CH2:6][CH:5]([O:4][C:3]2[CH:16]=[CH:17][C:18]([CH2:20][N:21]3[CH2:22][CH2:23][N:24]([CH3:27])[CH2:25][CH2:26]3)=[CH:19][C:2]=2[CH3:1])[CH2:8]1.